Dataset: Peptide-MHC class II binding affinity with 134,281 pairs from IEDB. Task: Regression. Given a peptide amino acid sequence and an MHC pseudo amino acid sequence, predict their binding affinity value. This is MHC class II binding data. (1) The peptide sequence is SVLLVVVLFAVFLGS. The MHC is HLA-DPA10301-DPB10402 with pseudo-sequence HLA-DPA10301-DPB10402. The binding affinity (normalized) is 0.432. (2) The MHC is DRB1_0101 with pseudo-sequence DRB1_0101. The binding affinity (normalized) is 0.980. The peptide sequence is KLSYGIATVREVLSD. (3) The peptide sequence is ATAAAAAAVDRGDPP. The MHC is HLA-DPA10301-DPB10402 with pseudo-sequence HLA-DPA10301-DPB10402. The binding affinity (normalized) is 0.0712. (4) The peptide sequence is KDCVMYASALVLLIL. The MHC is DRB1_0101 with pseudo-sequence DRB1_0101. The binding affinity (normalized) is 0.606. (5) The peptide sequence is WTNTPTKWDNSFLEI. The MHC is DRB1_0901 with pseudo-sequence DRB1_0901. The binding affinity (normalized) is 0.436. (6) The peptide sequence is GKAFATYTNAKRIVK. The MHC is HLA-DPA10103-DPB10401 with pseudo-sequence HLA-DPA10103-DPB10401. The binding affinity (normalized) is 0.346. (7) The peptide sequence is RMFLAMITYITRNQP. The MHC is DRB1_0301 with pseudo-sequence DRB1_0301. The binding affinity (normalized) is 0.324. (8) The peptide sequence is EPIAPYHFDLSGHAF. The MHC is DRB1_0802 with pseudo-sequence DRB1_0802. The binding affinity (normalized) is 0.0800.